From a dataset of Catalyst prediction with 721,799 reactions and 888 catalyst types from USPTO. Predict which catalyst facilitates the given reaction. (1) Reactant: [F:1][C:2]([F:41])([F:40])[C:3]1[CH:4]=[C:5]([CH:33]=[C:34]([C:36]([F:39])([F:38])[F:37])[CH:35]=1)[CH2:6][N:7]([CH2:15][C:16]1[CH:21]=[C:20]([C:22]([F:25])([F:24])[F:23])[CH:19]=[CH:18][C:17]=1[N:26]([CH2:29][CH2:30][CH2:31][CH3:32])[CH2:27][CH3:28])[C:8]1[N:13]=[CH:12][C:11]([OH:14])=[CH:10][N:9]=1.Br[CH2:43][CH2:44][CH2:45][C:46]([O:48][CH2:49][CH3:50])=[O:47].C(=O)([O-])[O-].[K+].[K+].C(OCC)(=O)C. Product: [F:41][C:2]([F:1])([F:40])[C:3]1[CH:4]=[C:5]([CH:33]=[C:34]([C:36]([F:37])([F:38])[F:39])[CH:35]=1)[CH2:6][N:7]([CH2:15][C:16]1[CH:21]=[C:20]([C:22]([F:25])([F:24])[F:23])[CH:19]=[CH:18][C:17]=1[N:26]([CH2:29][CH2:30][CH2:31][CH3:32])[CH2:27][CH3:28])[C:8]1[N:9]=[CH:10][C:11]([O:14][CH2:43][CH2:44][CH2:45][C:46]([O:48][CH2:49][CH3:50])=[O:47])=[CH:12][N:13]=1. The catalyst class is: 9. (2) Reactant: [C:1]1([S:7]([CH2:9][Br:10])=O)[CH:6]=[CH:5][CH:4]=[CH:3][CH:2]=1.[CH3:11][C:12]1[CH:17]=[CH:16][C:15]([CH3:18])=[C:14]([CH3:19])[C:13]=1[CH3:20].[F:21][C:22]([F:35])([F:34])[S:23]([O:26]S(C(F)(F)F)(=O)=O)(=[O:25])=[O:24]. Product: [O-:26][S:23]([C:22]([F:35])([F:34])[F:21])(=[O:25])=[O:24].[Br:10][CH2:9][S+:7]([C:1]1[CH:6]=[CH:5][CH:4]=[CH:3][CH:2]=1)[C:17]1[CH:16]=[C:15]([CH3:18])[C:14]([CH3:19])=[C:13]([CH3:20])[C:12]=1[CH3:11]. The catalyst class is: 27. (3) Reactant: [OH:1][CH2:2][CH:3]1[NH:8][CH2:7][CH2:6][N:5]([C:9]([O:11][C:12]([CH3:15])([CH3:14])[CH3:13])=[O:10])[CH2:4]1.[N:16]([C:19]1[CH:29]=[CH:28][CH:27]=[CH:26][C:20]=1[C:21]([O:23][CH2:24][CH3:25])=[O:22])=[C:17]=[O:18]. Product: [CH2:24]([O:23][C:21]([C:20]1[CH:26]=[CH:27][CH:28]=[CH:29][C:19]=1[NH:16][C:17]([N:8]1[CH2:7][CH2:6][N:5]([C:9]([O:11][C:12]([CH3:15])([CH3:14])[CH3:13])=[O:10])[CH2:4][CH:3]1[CH2:2][OH:1])=[O:18])=[O:22])[CH3:25]. The catalyst class is: 7.